Dataset: Reaction yield outcomes from USPTO patents with 853,638 reactions. Task: Predict the reaction yield, written as a fraction of the theoretical maximum amount of product (1.0 means a 100% yield; for example, 0.34 means a 34% yield). (1) The reactants are [CH:1]1([C:4]2[CH:5]=[C:6]([NH2:9])[NH:7][N:8]=2)[CH2:3][CH2:2]1.[CH2:10]([O:12][C:13](=[O:24])[C:14](=[CH:20]OCC)[C:15](OCC)=[O:16])[CH3:11]. The catalyst is C(O)(=O)C. The product is [CH2:10]([O:12][C:13]([C:14]1[C:15](=[O:16])[N:7]2[N:8]=[C:4]([CH:1]3[CH2:3][CH2:2]3)[CH:5]=[C:6]2[NH:9][CH:20]=1)=[O:24])[CH3:11]. The yield is 0.750. (2) The product is [CH3:19][N:20]1[C:24]([C:2]2[CH:3]=[C:4]([CH:12]=[C:13]([C:15]([F:18])([F:17])[F:16])[CH:14]=2)[C:5]([O:7][C:8]([CH3:11])([CH3:10])[CH3:9])=[O:6])=[CH:23][CH:22]=[N:21]1. The reactants are Br[C:2]1[CH:3]=[C:4]([CH:12]=[C:13]([C:15]([F:18])([F:17])[F:16])[CH:14]=1)[C:5]([O:7][C:8]([CH3:11])([CH3:10])[CH3:9])=[O:6].[CH3:19][N:20]1[C:24](B2OC(C)(C)C(C)(C)O2)=[CH:23][CH:22]=[N:21]1.O1CCOCC1.C(=O)([O-])[O-].[Na+].[Na+]. The catalyst is C(OCC)(=O)C.C1C=CC([P]([Pd]([P](C2C=CC=CC=2)(C2C=CC=CC=2)C2C=CC=CC=2)([P](C2C=CC=CC=2)(C2C=CC=CC=2)C2C=CC=CC=2)[P](C2C=CC=CC=2)(C2C=CC=CC=2)C2C=CC=CC=2)(C2C=CC=CC=2)C2C=CC=CC=2)=CC=1. The yield is 0.680. (3) The reactants are Br[CH2:2][CH2:3][O:4][CH3:5].C(=O)([O-])[O-].[K+].[K+].[F:12][C:13]1[C:18]([OH:19])=[CH:17][N:16]=[C:15]2[N:20]([Si](C(C)C)(C(C)C)C(C)C)[CH:21]=[CH:22][C:14]=12. The catalyst is CN(C=O)C. The product is [F:12][C:13]1[C:18]([O:19][CH2:2][CH2:3][O:4][CH3:5])=[CH:17][N:16]=[C:15]2[NH:20][CH:21]=[CH:22][C:14]=12. The yield is 0.497.